This data is from Forward reaction prediction with 1.9M reactions from USPTO patents (1976-2016). The task is: Predict the product of the given reaction. (1) Given the reactants [CH3:1][O:2][C:3]1[CH:4]=[C:5]([CH:35]=[CH:36][CH:37]=1)[CH2:6][CH2:7][O:8][C:9]1[CH:10]=[C:11]([B:26]2[O:30]C(C)(C)C(C)(C)[O:27]2)[CH:12]=[CH:13][C:14]=1[O:15][CH2:16][CH2:17][C:18]1[CH:23]=[CH:22][CH:21]=[C:20]([O:24][CH3:25])[CH:19]=1.I([O-])(=O)(=O)=O.[Na+].C([O-])(=O)C.[NH4+].Cl, predict the reaction product. The product is: [CH3:1][O:2][C:3]1[CH:4]=[C:5]([CH:35]=[CH:36][CH:37]=1)[CH2:6][CH2:7][O:8][C:9]1[CH:10]=[C:11]([B:26]([OH:30])[OH:27])[CH:12]=[CH:13][C:14]=1[O:15][CH2:16][CH2:17][C:18]1[CH:23]=[CH:22][CH:21]=[C:20]([O:24][CH3:25])[CH:19]=1. (2) Given the reactants C(OC(=O)[NH:7][C:8]1[N:13]=[C:12]([NH:14][C:15]2[C:24]3[C:19](=[N:20][CH:21]=[CH:22][CH:23]=3)[N:18]=[C:17]([C:25]3[CH:30]=[C:29]([Cl:31])[CH:28]=[CH:27][C:26]=3[F:32])[CH:16]=2)[CH:11]=[CH:10][N:9]=1)(C)(C)C.Cl, predict the reaction product. The product is: [Cl:31][C:29]1[CH:28]=[CH:27][C:26]([F:32])=[C:25]([C:17]2[CH:16]=[C:15]([NH:14][C:12]3[CH:11]=[CH:10][N:9]=[C:8]([NH2:7])[N:13]=3)[C:24]3[C:19](=[N:20][CH:21]=[CH:22][CH:23]=3)[N:18]=2)[CH:30]=1.